This data is from Orexin1 receptor HTS with 218,158 compounds and 233 confirmed actives. The task is: Binary Classification. Given a drug SMILES string, predict its activity (active/inactive) in a high-throughput screening assay against a specified biological target. The molecule is O1C(NC(=O)c2c1cccc2)c1ccc(OC(C)C)cc1. The result is 0 (inactive).